Dataset: Full USPTO retrosynthesis dataset with 1.9M reactions from patents (1976-2016). Task: Predict the reactants needed to synthesize the given product. (1) Given the product [CH:11]1([C:14]2[CH:18]=[C:17]([NH:19][C:2]([NH:32][C:33]3[CH:38]=[N:37][CH:36]=[C:35]([C:39]([C:41]4[C:49]5[CH:48]=[N:47][CH:46]=[N:45][C:44]=5[N:43]([CH:50]([CH3:52])[CH3:51])[CH:42]=4)=[O:40])[CH:34]=3)=[O:3])[N:16]([C:20]3[CH:21]=[N:22][N:23]([CH3:25])[CH:24]=3)[N:15]=2)[CH2:13][CH2:12]1, predict the reactants needed to synthesize it. The reactants are: Cl[C:2](OC1C=CC=CC=1)=[O:3].[CH:11]1([C:14]2[CH:18]=[C:17]([NH2:19])[N:16]([C:20]3[CH:21]=[N:22][N:23]([CH3:25])[CH:24]=3)[N:15]=2)[CH2:13][CH2:12]1.N1C=CC=CC=1.[NH2:32][C:33]1[CH:34]=[C:35]([C:39]([C:41]2[C:49]3[CH:48]=[N:47][CH:46]=[N:45][C:44]=3[N:43]([CH:50]([CH3:52])[CH3:51])[CH:42]=2)=[O:40])[CH:36]=[N:37][CH:38]=1. (2) Given the product [C:1]([N:4]1[C:12]2[C:7](=[CH:8][C:9]([I:14])=[CH:10][CH:11]=2)[CH2:6][CH2:5]1)(=[O:3])[CH3:2], predict the reactants needed to synthesize it. The reactants are: [C:1]([N:4]1[C:12]2[C:7](=[CH:8][C:9](Br)=[CH:10][CH:11]=2)[CH2:6][CH2:5]1)(=[O:3])[CH3:2].[I-:14].[Na+].CNCCNC. (3) Given the product [CH2:1]([O:8][C:9]1[C:14](=[O:15])[N:13]=[C:12]([CH2:16][C:17]2[CH:22]=[CH:21][C:20]([Cl:23])=[CH:19][C:18]=2[C:35]2[CH:34]=[N:33][CH:38]=[CH:37][CH:36]=2)[N:11]2[CH2:25][CH2:26][N:27]([CH:30]([CH3:32])[CH3:31])[C:28](=[O:29])[C:10]=12)[C:2]1[CH:7]=[CH:6][CH:5]=[CH:4][CH:3]=1, predict the reactants needed to synthesize it. The reactants are: [CH2:1]([O:8][C:9]1[C:14](=[O:15])[N:13]=[C:12]([CH2:16][C:17]2[CH:22]=[CH:21][C:20]([Cl:23])=[CH:19][C:18]=2Br)[N:11]2[CH2:25][CH2:26][N:27]([CH:30]([CH3:32])[CH3:31])[C:28](=[O:29])[C:10]=12)[C:2]1[CH:7]=[CH:6][CH:5]=[CH:4][CH:3]=1.[N:33]1[CH:38]=[CH:37][CH:36]=[C:35](B(O)O)[CH:34]=1.C(=O)([O-])[O-].[K+].[K+].C1(P(C2CCCCC2)C2C=CC=CC=2C2C(OC)=CC=CC=2OC)CCCCC1. (4) Given the product [C:1]([CH2:3][C:4]1([N:28]2[CH:32]=[C:31]([C:33]3[C:34]4[CH:41]=[CH:40][NH:39][C:35]=4[N:36]=[CH:37][N:38]=3)[CH:30]=[N:29]2)[CH2:7][N:6]([CH:8]2[CH2:13][CH2:12][N:11]([C:14]([NH:16][C:17]3[CH:22]=[CH:21][C:20]([F:23])=[CH:19][C:18]=3[C:24]([F:25])([F:27])[F:26])=[O:15])[CH2:10][CH2:9]2)[CH2:5]1)#[N:2], predict the reactants needed to synthesize it. The reactants are: [C:1]([CH2:3][C:4]1([N:28]2[CH:32]=[C:31]([C:33]3[C:34]4[CH:41]=[CH:40][N:39](COCC[Si](C)(C)C)[C:35]=4[N:36]=[CH:37][N:38]=3)[CH:30]=[N:29]2)[CH2:7][N:6]([CH:8]2[CH2:13][CH2:12][N:11]([C:14]([NH:16][C:17]3[CH:22]=[CH:21][C:20]([F:23])=[CH:19][C:18]=3[C:24]([F:27])([F:26])[F:25])=[O:15])[CH2:10][CH2:9]2)[CH2:5]1)#[N:2].C(N)CN. (5) Given the product [CH3:25][S:24][CH2:23][N:20]1[C:21](=[O:22])[N:16]2[CH:15]=[N:14][C:13]([C:11]3[O:12][C:1]([C:2]4[CH:7]=[CH:6][CH:5]=[CH:4][CH:3]=4)=[N:9][N:10]=3)=[C:17]2[N:18]=[N:19]1, predict the reactants needed to synthesize it. The reactants are: [C:1]([NH:9][NH:10][C:11]([C:13]1[N:14]=[CH:15][N:16]2[C:21](=[O:22])[N:20]([CH2:23][S:24][CH3:25])[N:19]=[N:18][C:17]=12)=[O:12])(=O)[C:2]1[CH:7]=[CH:6][CH:5]=[CH:4][CH:3]=1.COC(=NS([N+](CC)(CC)CC)(=O)=O)[O-]. (6) Given the product [F:33][C:2]([F:1])([F:34])[C:3]1[CH:32]=[CH:31][C:6]([CH2:7][O:8][C:9]([N:11]2[CH2:16][CH2:15][CH2:14][CH:13]([C:17]3[CH:22]=[CH:21][C:20]([CH3:23])=[C:19]([NH:24][CH2:25][C:26]([OH:28])=[O:27])[CH:18]=3)[CH2:12]2)=[O:10])=[CH:5][CH:4]=1, predict the reactants needed to synthesize it. The reactants are: [F:1][C:2]([F:34])([F:33])[C:3]1[CH:32]=[CH:31][C:6]([CH2:7][O:8][C:9]([N:11]2[CH2:16][CH2:15][CH2:14][CH:13]([C:17]3[CH:22]=[CH:21][C:20]([CH3:23])=[C:19]([NH:24][CH2:25][C:26]([O:28]CC)=[O:27])[CH:18]=3)[CH2:12]2)=[O:10])=[CH:5][CH:4]=1.C(=O)([O-])[O-].[K+].[K+].CO. (7) Given the product [C:15]([O:19][C:20]([N:22]1[CH2:27][CH2:26][C:25]2([CH2:28][CH2:29][C:30]([C:2]3[CH:7]=[CH:6][C:5]([Cl:8])=[C:4]([Cl:9])[CH:3]=3)([OH:33])[CH2:31][CH2:32]2)[CH2:24][CH2:23]1)=[O:21])([CH3:18])([CH3:16])[CH3:17], predict the reactants needed to synthesize it. The reactants are: Br[C:2]1[CH:7]=[CH:6][C:5]([Cl:8])=[C:4]([Cl:9])[CH:3]=1.[Li]CCCC.[C:15]([O:19][C:20]([N:22]1[CH2:27][CH2:26][C:25]2([CH2:32][CH2:31][C:30](=[O:33])[CH2:29][CH2:28]2)[CH2:24][CH2:23]1)=[O:21])([CH3:18])([CH3:17])[CH3:16]. (8) The reactants are: [CH3:1][N:2]1[C:6]([C:7](O)=[O:8])=[C:5]([C:10]([F:13])([F:12])[F:11])[C:4]([C:14]([F:20])([F:19])[C:15]([F:18])([F:17])[F:16])=[N:3]1.CN(C)C=O.C(Cl)(=O)C([Cl:29])=O. Given the product [CH3:1][N:2]1[C:6]([C:7]([Cl:29])=[O:8])=[C:5]([C:10]([F:13])([F:12])[F:11])[C:4]([C:14]([F:20])([F:19])[C:15]([F:18])([F:17])[F:16])=[N:3]1, predict the reactants needed to synthesize it. (9) Given the product [CH2:11]1[CH:10]=[CH:9][CH:8]=[CH:12]1.[CH-:13]1[CH:17]=[CH:16][CH:15]=[CH:14]1.[Fe+2:18], predict the reactants needed to synthesize it. The reactants are: F[Sb-](F)(F)(F)(F)F.[CH2:8]1[CH:12]=[CH:11][CH:10]=[CH:9]1.[CH-:13]1[CH:17]=[CH:16][CH:15]=[CH:14]1.[Fe+2:18]. (10) Given the product [Cl:1][C:2]1[CH:7]=[C:6]([NH:8][C:9]2[CH:14]=[CH:13][C:12]([F:15])=[CH:11][C:10]=2[F:16])[CH:5]=[CH:4][C:3]=1[C:17]([C:19]1[CH:24]=[C:23]([C:25]2[N:26]=[N:27][N:28]([CH2:30][CH:31]([OH:32])[CH2:35][OH:34])[CH:29]=2)[CH:22]=[CH:21][C:20]=1[CH3:38])=[O:18], predict the reactants needed to synthesize it. The reactants are: [Cl:1][C:2]1[CH:7]=[C:6]([NH:8][C:9]2[CH:14]=[CH:13][C:12]([F:15])=[CH:11][C:10]=2[F:16])[CH:5]=[CH:4][C:3]=1[C:17]([C:19]1[CH:24]=[C:23]([C:25]2[N:26]=[N:27][N:28]([CH2:30][CH:31]3[CH2:35][O:34]C(C)(C)[O:32]3)[CH:29]=2)[CH:22]=[CH:21][C:20]=1[CH3:38])=[O:18].Cl.CCOC(C)=O.